From a dataset of Forward reaction prediction with 1.9M reactions from USPTO patents (1976-2016). Predict the product of the given reaction. (1) Given the reactants [NH2:1][C:2]1[N:6]([C:7]2[C:12]([Cl:13])=[CH:11][C:10]([C:14]([F:17])([F:16])[F:15])=[CH:9][C:8]=2[Cl:18])[N:5]=[C:4]([C:19]#[N:20])[C:3]=1[S:21]([C:24]([F:27])([F:26])[F:25])(=[O:23])=[O:22].S(=O)(=O)(O)[OH:29], predict the reaction product. The product is: [NH2:1][C:2]1[N:6]([C:7]2[C:8]([Cl:18])=[CH:9][C:10]([C:14]([F:16])([F:17])[F:15])=[CH:11][C:12]=2[Cl:13])[N:5]=[C:4]([C:19]([NH2:20])=[O:29])[C:3]=1[S:21]([C:24]([F:26])([F:25])[F:27])(=[O:23])=[O:22]. (2) Given the reactants [F:1][C:2]1[CH:7]=[CH:6][C:5]([C:8]2[C:12]([C:13]3[CH:18]=[CH:17][N:16]=[CH:15][N:14]=3)=[C:11]([NH:19][C:20](=[O:32])[CH2:21][C:22]3[CH:27]=[CH:26][CH:25]=[CH:24][C:23]=3[O:28]COC)[O:10][N:9]=2)=[CH:4][CH:3]=1.S([O-])(O)(=O)=O.[Na+].C(=O)([O-])O.[Na+], predict the reaction product. The product is: [F:1][C:2]1[CH:7]=[CH:6][C:5]([C:8]2[C:12]([C:13]3[CH:18]=[CH:17][N:16]=[CH:15][N:14]=3)=[C:11]([NH:19][C:20](=[O:32])[CH2:21][C:22]3[CH:27]=[CH:26][CH:25]=[CH:24][C:23]=3[OH:28])[O:10][N:9]=2)=[CH:4][CH:3]=1. (3) Given the reactants C([O:8][CH2:9][C:10]([NH:12][C:13]1[C:17]2[CH:18]=[N:19][C:20]([NH:22][C:23]3[CH:28]=[CH:27][N:26]=[C:25]([C:29]4[CH:30]=[N:31][N:32]([S:34]([CH:37]5[CH2:39][CH2:38]5)(=[O:36])=[O:35])[CH:33]=4)[N:24]=3)=[CH:21][C:16]=2[N:15]([CH:40]([CH3:42])[CH3:41])[CH:14]=1)=[O:11])C1C=CC=CC=1, predict the reaction product. The product is: [CH:37]1([S:34]([N:32]2[CH:33]=[C:29]([C:25]3[N:24]=[C:23]([NH:22][C:20]4[N:19]=[CH:18][C:17]5[C:13]([NH:12][C:10](=[O:11])[CH2:9][OH:8])=[CH:14][N:15]([CH:40]([CH3:42])[CH3:41])[C:16]=5[CH:21]=4)[CH:28]=[CH:27][N:26]=3)[CH:30]=[N:31]2)(=[O:36])=[O:35])[CH2:39][CH2:38]1.